The task is: Predict which catalyst facilitates the given reaction.. This data is from Catalyst prediction with 721,799 reactions and 888 catalyst types from USPTO. (1) Reactant: [H-].[Al+3].[Li+].[H-].[H-].[H-].C[O:8][C:9](=O)[C:10]1[CH:15]=[CH:14][C:13]([C:16]2[CH:20]=[C:19]([CH3:21])[S:18][C:17]=2[S:22](=[O:38])(=[O:37])[N:23]([C:30]2[O:34][N:33]=[C:32]([CH3:35])[C:31]=2[CH3:36])[CH2:24][O:25][CH2:26][CH2:27][O:28][CH3:29])=[C:12]([CH2:39][O:40][CH2:41][CH3:42])[CH:11]=1.[OH-].[Na+]. Product: [CH3:35][C:32]1[C:31]([CH3:36])=[C:30]([N:23]([CH2:24][O:25][CH2:26][CH2:27][O:28][CH3:29])[S:22]([C:17]2[S:18][C:19]([CH3:21])=[CH:20][C:16]=2[C:13]2[CH:14]=[CH:15][C:10]([CH2:9][OH:8])=[CH:11][C:12]=2[CH2:39][O:40][CH2:41][CH3:42])(=[O:38])=[O:37])[O:34][N:33]=1. The catalyst class is: 7. (2) Reactant: [F:1][C:2]([F:19])([F:18])[C:3]1[CH:4]=[CH:5][C:6]([O:9][C:10]2[CH:15]=[CH:14][C:13]([CH2:16]O)=[CH:12][CH:11]=2)=[N:7][CH:8]=1.S(Cl)([Cl:22])=O. The catalyst class is: 2. Product: [Cl:22][CH2:16][C:13]1[CH:14]=[CH:15][C:10]([O:9][C:6]2[CH:5]=[CH:4][C:3]([C:2]([F:19])([F:18])[F:1])=[CH:8][N:7]=2)=[CH:11][CH:12]=1. (3) Reactant: [C:1]([C:4]1[CH:20]=[CH:19][C:7]([O:8][C:9]2[CH:10]=[CH:11][C:12]3[B:16]([OH:17])[O:15][CH2:14][C:13]=3[CH:18]=2)=[CH:6][C:5]=1[C:21]([O:23]C)=O)(=[O:3])[NH2:2].[OH-].[Na+].Cl. Product: [OH:17][B:16]1[C:12]2[CH:11]=[CH:10][C:9]([O:8][C:7]3[CH:6]=[C:5]4[C:4](=[CH:20][CH:19]=3)[C:1](=[O:3])[NH:2][C:21]4=[O:23])=[CH:18][C:13]=2[CH2:14][O:15]1. The catalyst class is: 5. (4) Reactant: [Cl:1][C:2]1[N:3]=[C:4]([Cl:12])[C:5]2[C:10]([F:11])=[CH:9][NH:8][C:6]=2[N:7]=1.[H-].[Na+].Cl[CH2:16][O:17][CH2:18][CH2:19][Si:20]([CH3:23])([CH3:22])[CH3:21]. Product: [Cl:1][C:2]1[N:3]=[C:4]([Cl:12])[C:5]2[C:10]([F:11])=[CH:9][N:8]([CH2:16][O:17][CH2:18][CH2:19][Si:20]([CH3:23])([CH3:22])[CH3:21])[C:6]=2[N:7]=1. The catalyst class is: 3. (5) The catalyst class is: 9. Reactant: [CH:1]1([N:6]2[CH2:12][C:11]([F:14])([F:13])[C:10](=[O:15])[N:9]([CH3:16])[C:8]3[CH:17]=[N:18][C:19]([NH:21][C:22]4[CH:30]=[CH:29][C:25]([C:26](O)=[O:27])=[CH:24][C:23]=4[F:31])=[N:20][C:7]2=3)[CH2:5][CH2:4][CH2:3][CH2:2]1.ON1C2C=CC=CC=2N=N1.F[P-](F)(F)(F)(F)F.CN(C(N(C)C)=[N+]1C2C=CC=CC=2[N+]([O-])=N1)C.C(N(C(C)C)CC)(C)C.[NH2:75][CH:76]1[CH2:81][CH2:80][O:79][CH2:78][CH2:77]1. Product: [CH:1]1([N:6]2[CH2:12][C:11]([F:14])([F:13])[C:10](=[O:15])[N:9]([CH3:16])[C:8]3[CH:17]=[N:18][C:19]([NH:21][C:22]4[CH:30]=[CH:29][C:25]([C:26]([NH:75][CH:76]5[CH2:81][CH2:80][O:79][CH2:78][CH2:77]5)=[O:27])=[CH:24][C:23]=4[F:31])=[N:20][C:7]2=3)[CH2:5][CH2:4][CH2:3][CH2:2]1. (6) Reactant: [CH2:1]([O:3][C:4]([C:6]1([C:9]2[CH:14]=[CH:13][C:12]([C:15]3[CH:20]=[CH:19][C:18]([C:21]4[O:25][N:24]=[C:23]([CH3:26])[C:22]=4[CH2:27][CH2:28]C(O)=O)=[CH:17][CH:16]=3)=[CH:11][CH:10]=2)[CH2:8][CH2:7]1)=[O:5])[CH3:2].C(O)(C)(C)C.C1(P([N:51]=[N+]=[N-])(C2C=CC=CC=2)=O)C=CC=CC=1.C(N(CC)CC)C. Product: [CH2:1]([O:3][C:4]([C:6]1([C:9]2[CH:10]=[CH:11][C:12]([C:15]3[CH:16]=[CH:17][C:18]([C:21]4[O:25][N:24]=[C:23]([CH3:26])[C:22]=4[CH2:27][CH2:28][NH2:51])=[CH:19][CH:20]=3)=[CH:13][CH:14]=2)[CH2:7][CH2:8]1)=[O:5])[CH3:2]. The catalyst class is: 11. (7) Reactant: [Br:1][C:2]1[NH:6][CH:5]=[N:4][CH:3]=1.C([O-])([O-])=O.[K+].[K+].Cl[CH2:14][C:15]1[CH:20]=[CH:19][C:18]([O:21][CH3:22])=[CH:17][CH:16]=1.ClCCl. Product: [CH3:22][O:21][C:18]1[CH:19]=[CH:20][C:15]([CH2:14][N:4]2[CH:3]=[C:2]([Br:1])[N:6]=[CH:5]2)=[CH:16][CH:17]=1. The catalyst class is: 3. (8) Reactant: [OH:1][C:2]1[CH:7]=[CH:6][CH:5]=[CH:4][C:3]=1[S:8](=[O:11])(=[O:10])[NH2:9].Br[CH2:13][C:14]([NH:16][CH3:17])=[O:15].C([O-])([O-])=O.[K+].[K+]. The catalyst class is: 10. Product: [S:8]([C:3]1[CH:4]=[CH:5][CH:6]=[CH:7][C:2]=1[O:1][CH2:13][C:14]([NH:16][CH3:17])=[O:15])(=[O:11])(=[O:10])[NH2:9]. (9) Reactant: [CH2:1]([O:8][N:9]1[C:15](=[O:16])[N:14]2[CH2:17][CH:10]1[CH2:11][CH2:12][CH:13]2[C:18]([O:20][C:21]([CH3:24])([CH3:23])[CH3:22])=[O:19])[C:2]1[CH:7]=[CH:6][CH:5]=[CH:4][CH:3]=1. Product: [CH2:1]([O:8][N:9]1[C:15](=[O:16])[N:14]2[CH2:17][C@@H:10]1[CH2:11][CH2:12][C@@H:13]2[C:18]([O:20][C:21]([CH3:24])([CH3:23])[CH3:22])=[O:19])[C:2]1[CH:3]=[CH:4][CH:5]=[CH:6][CH:7]=1. The catalyst class is: 449. (10) Reactant: C[O:2][C:3]([CH2:5][CH2:6][C:7]1[N:11]([CH2:12][C:13]2[CH:30]=[CH:29][C:16]3/[C:17](=[CH:26]/[C:27]#[N:28])/[C:18]4[CH:25]=[CH:24][CH:23]=[CH:22][C:19]=4[CH2:20][CH2:21][C:15]=3[CH:14]=2)[C:10]2[CH:31]=[C:32]([C:36]3[CH:41]=[CH:40][CH:39]=[CH:38][CH:37]=3)[CH:33]=[C:34]([CH3:35])[C:9]=2[N:8]=1)=[O:4].[OH-].[Na+]. Product: [C:3]([CH2:5][CH2:6][C:7]1[N:11]([CH2:12][C:13]2[CH:30]=[CH:29][C:16]3/[C:17](=[CH:26]/[C:27]#[N:28])/[C:18]4[CH:25]=[CH:24][CH:23]=[CH:22][C:19]=4[CH2:20][CH2:21][C:15]=3[CH:14]=2)[C:10]2[CH:31]=[C:32]([C:36]3[CH:37]=[CH:38][CH:39]=[CH:40][CH:41]=3)[CH:33]=[C:34]([CH3:35])[C:9]=2[N:8]=1)([OH:4])=[O:2]. The catalyst class is: 8.